Task: Predict the product of the given reaction.. Dataset: Forward reaction prediction with 1.9M reactions from USPTO patents (1976-2016) Given the reactants C([O:8][C:9]1[CH:10]=[C:11]2[C:15](=[CH:16][CH:17]=1)[NH:14][N:13]=[C:12]2[NH:18][C:19]1[S:20][CH:21]=[CH:22][N:23]=1)C1C=CC=CC=1, predict the reaction product. The product is: [S:20]1[CH:21]=[CH:22][N:23]=[C:19]1[NH:18][C:12]1[C:11]2[C:15](=[CH:16][CH:17]=[C:9]([OH:8])[CH:10]=2)[NH:14][N:13]=1.